Dataset: Full USPTO retrosynthesis dataset with 1.9M reactions from patents (1976-2016). Task: Predict the reactants needed to synthesize the given product. (1) Given the product [CH2:15]([C@@H:22]1[CH2:26][O:25][C:24](=[O:27])[N:23]1[C:28](=[O:33])[C@H:29]([CH2:35][C:36]1[CH:44]=[C:43]2[C:39]([CH:40]=[N:41][N:42]2[CH2:45][CH2:46][CH2:47][O:48][CH3:49])=[CH:38][CH:37]=1)[CH:30]([CH3:31])[CH3:32])[C:16]1[CH:17]=[CH:18][CH:19]=[CH:20][CH:21]=1, predict the reactants needed to synthesize it. The reactants are: C[Si](C)(C)N[Si](C)(C)C.[Li]CCCC.[CH2:15]([C@@H:22]1[CH2:26][O:25][C:24](=[O:27])[N:23]1[C:28](=[O:33])[CH2:29][CH:30]([CH3:32])[CH3:31])[C:16]1[CH:21]=[CH:20][CH:19]=[CH:18][CH:17]=1.Br[CH2:35][C:36]1[CH:44]=[C:43]2[C:39]([CH:40]=[N:41][N:42]2[CH2:45][CH2:46][CH2:47][O:48][CH3:49])=[CH:38][CH:37]=1.[NH4+].[Cl-]. (2) Given the product [Cl:8][C:9]1[CH:10]=[C:11]([N:17]2[C:21]([CH3:22])=[C:20]([C:23](=[O:27])[C:24]([NH:1][C:2]3[CH:3]=[N:4][CH:5]=[CH:6][CH:7]=3)=[O:25])[C:19]([CH3:28])=[N:18]2)[CH:12]=[CH:13][C:14]=1[C:15]#[N:16], predict the reactants needed to synthesize it. The reactants are: [NH2:1][C:2]1[CH:3]=[N:4][CH:5]=[CH:6][CH:7]=1.[Cl:8][C:9]1[CH:10]=[C:11]([N:17]2[C:21]([CH3:22])=[C:20]([C:23](=[O:27])[C:24](Cl)=[O:25])[C:19]([CH3:28])=[N:18]2)[CH:12]=[CH:13][C:14]=1[C:15]#[N:16]. (3) Given the product [Cl:17][C:13]1[C:14]([Cl:16])=[CH:15][C:10]([NH:9][C:7](=[O:8])[C:6]2[CH:30]=[CH:31][C:3]([CH2:2][N:37]3[CH2:38][CH2:39][NH:34][C:35](=[O:40])[CH2:36]3)=[C:4]([F:33])[C:5]=2[F:32])=[C:11]([N:18]2[CH2:19][CH2:20][N:21]([CH2:24][CH2:25][C:26]([F:28])([F:27])[F:29])[CH2:22][CH2:23]2)[CH:12]=1, predict the reactants needed to synthesize it. The reactants are: Br[CH2:2][C:3]1[CH:31]=[CH:30][C:6]([C:7]([NH:9][C:10]2[CH:15]=[C:14]([Cl:16])[C:13]([Cl:17])=[CH:12][C:11]=2[N:18]2[CH2:23][CH2:22][N:21]([CH2:24][CH2:25][C:26]([F:29])([F:28])[F:27])[CH2:20][CH2:19]2)=[O:8])=[C:5]([F:32])[C:4]=1[F:33].[NH:34]1[CH2:39][CH2:38][NH:37][CH2:36][C:35]1=[O:40].